Dataset: Full USPTO retrosynthesis dataset with 1.9M reactions from patents (1976-2016). Task: Predict the reactants needed to synthesize the given product. (1) Given the product [ClH:1].[NH2:8][CH:9]([C:10]1[C:14](=[O:15])[CH2:13][CH2:12][C:11]=1[NH:16][C:17]1[CH:22]=[CH:21][CH:20]=[C:19]([C:23]([F:24])([F:25])[F:26])[CH:18]=1)[C:41]1[CH:40]=[CH:14][C:10]([C:9]#[N:8])=[CH:11][CH:12]=1, predict the reactants needed to synthesize it. The reactants are: [ClH:1].C(OC(=O)[N:8](C1C=CC(C#N)=CC=1)[CH2:9][C:10]1[C:14](=[O:15])[CH2:13][CH2:12][C:11]=1[NH:16][C:17]1[CH:22]=[CH:21][CH:20]=[C:19]([C:23]([F:26])([F:25])[F:24])[CH:18]=1)(C)(C)C.O1[CH2:41][CH2:40]OCC1. (2) Given the product [CH3:17][N:7]1[C:6](=[O:18])[C:5]2=[CH:4][N:3]([CH2:19][C:20]3[CH:25]=[CH:24][C:23]([C:26]4[CH:31]=[CH:30][CH:29]=[C:28]([F:32])[N:27]=4)=[CH:22][CH:21]=3)[C:2]([NH:40][C:41]3[CH:46]=[CH:45][CH:44]=[CH:43][CH:42]=3)=[C:10]2[N:9]2[C@H:11]3[CH2:16][CH2:15][CH2:14][C@H:12]3[N:13]=[C:8]12, predict the reactants needed to synthesize it. The reactants are: Cl[C:2]1[N:3]([CH2:19][C:20]2[CH:25]=[CH:24][C:23]([C:26]3[CH:31]=[CH:30][CH:29]=[C:28]([F:32])[N:27]=3)=[CH:22][CH:21]=2)[CH:4]=[C:5]2[C:10]=1[N:9]1[C@H:11]3[CH2:16][CH2:15][CH2:14][C@H:12]3[N:13]=[C:8]1[N:7]([CH3:17])[C:6]2=[O:18].ClC(Cl)(Cl)C(O)=O.[NH2:40][C:41]1[CH:46]=[CH:45][CH:44]=[CH:43][CH:42]=1. (3) Given the product [OH:3][CH2:4][CH2:5][O:6][C:7]1([C:20]2[CH:21]=[N:22][CH:23]=[CH:24][CH:25]=2)[CH2:12][CH2:11][N:10]([C:13]([O:15][C:16]([CH3:17])([CH3:18])[CH3:19])=[O:14])[CH2:9][CH2:8]1, predict the reactants needed to synthesize it. The reactants are: [BH4-].[Na+].[O:3]=[CH:4][CH2:5][O:6][C:7]1([C:20]2[CH:21]=[N:22][CH:23]=[CH:24][CH:25]=2)[CH2:12][CH2:11][N:10]([C:13]([O:15][C:16]([CH3:19])([CH3:18])[CH3:17])=[O:14])[CH2:9][CH2:8]1. (4) Given the product [Cl:1][C:2]1[CH:23]=[C:22]([Cl:24])[CH:21]=[CH:20][C:3]=1[O:4][C:5]1[CH:19]=[CH:18][CH:17]=[CH:16][C:6]=1[C:7]([NH:9][CH:10]1[CH2:15][CH2:14][N:13]([C:32](=[O:37])[CH2:33][CH:34]([CH3:36])[CH3:35])[CH2:12][CH2:11]1)=[O:8], predict the reactants needed to synthesize it. The reactants are: [Cl:1][C:2]1[CH:23]=[C:22]([Cl:24])[CH:21]=[CH:20][C:3]=1[O:4][C:5]1[CH:19]=[CH:18][CH:17]=[CH:16][C:6]=1[C:7]([NH:9][CH:10]1[CH2:15][CH2:14][NH:13][CH2:12][CH2:11]1)=[O:8].C(N(CC)CC)C.[C:32](Cl)(=[O:37])[CH2:33][CH:34]([CH3:36])[CH3:35]. (5) The reactants are: [O:1]1[C@H:12]([CH:13]2[CH2:18][CH2:17][CH2:16][CH2:15][CH2:14]2)[C@H:2]1[C:3]([O:5]C1C=CC=CC=1)=[O:4].[OH-].[Na+].O.O.P([O-])(O)(O)=O.[Na+]. Given the product [O:1]1[C@H:12]([CH:13]2[CH2:14][CH2:15][CH2:16][CH2:17][CH2:18]2)[C@H:2]1[C:3]([OH:5])=[O:4], predict the reactants needed to synthesize it. (6) Given the product [CH2:51]([O:50][CH:48]([O:47][CH:15]1[CH2:14][CH2:13][C:12]([O:54][CH:55]([O:57][CH2:58][CH3:59])[CH3:56])([CH3:53])[CH:11]([OH:10])[CH:23]=[CH:22][CH:21]([CH3:24])[CH:20](/[C:25](/[CH3:46])=[CH:26]/[CH:27]=[CH:28]/[CH:29]([CH3:45])[CH2:30][CH:31]2[O:44][CH:32]2[CH:33]([CH3:43])[CH:34]([O:37][CH:38]([O:40][CH2:41][CH3:42])[CH3:39])[CH2:35][CH3:36])[O:19][C:17](=[O:18])[CH2:16]1)[CH3:49])[CH3:52], predict the reactants needed to synthesize it. The reactants are: C(=O)([O-])[O-].[K+].[K+].C([O:10][CH:11]1[C:12]([O:54][CH:55]([O:57][CH2:58][CH3:59])[CH3:56])([CH3:53])[CH2:13][CH2:14][CH:15]([O:47][CH:48]([O:50][CH2:51][CH3:52])[CH3:49])[CH2:16][C:17]([O:19][CH:20](/[C:25](/[CH3:46])=[CH:26]/[CH:27]=[CH:28]/[CH:29]([CH3:45])[CH2:30][CH:31]2[O:44][CH:32]2[CH:33]([CH3:43])[CH:34]([O:37][CH:38]([O:40][CH2:41][CH3:42])[CH3:39])[CH2:35][CH3:36])[CH:21]([CH3:24])[CH:22]=[CH:23]1)=[O:18])(=O)C.C(O)(=O)C.C(OCC)(=O)C.